This data is from Full USPTO retrosynthesis dataset with 1.9M reactions from patents (1976-2016). The task is: Predict the reactants needed to synthesize the given product. (1) Given the product [CH:1]1[C:13]2[CH:12]([CH2:14][O:15][C:16]([N:18]3[CH2:23][C@@H:22]([NH:24][C:25](=[O:38])[CH:26]([CH2:30][OH:31])[CH:27]([CH3:29])[CH3:28])[CH2:21][C@@H:20]([C:39](=[O:62])[N:40]([CH:59]4[CH2:60][CH2:61]4)[C:41]4[CH:42]=[CH:43][C:44]5[O:49][C:48]([CH3:51])([CH3:50])[C:47](=[O:52])[N:46]([CH2:53][CH2:54][CH2:55][O:56][CH3:57])[C:45]=5[CH:58]=4)[CH2:19]3)=[O:17])[C:11]3[C:6](=[CH:7][CH:8]=[CH:9][CH:10]=3)[C:5]=2[CH:4]=[CH:3][CH:2]=1, predict the reactants needed to synthesize it. The reactants are: [CH:1]1[C:13]2[CH:12]([CH2:14][O:15][C:16]([N:18]3[CH2:23][C@@H:22]([NH:24][C:25](=[O:38])[CH:26]([CH2:30][O:31]CC[Si](C)(C)C)[CH:27]([CH3:29])[CH3:28])[CH2:21][C@@H:20]([C:39](=[O:62])[N:40]([CH:59]4[CH2:61][CH2:60]4)[C:41]4[CH:42]=[CH:43][C:44]5[O:49][C:48]([CH3:51])([CH3:50])[C:47](=[O:52])[N:46]([CH2:53][CH2:54][CH2:55][O:56][CH3:57])[C:45]=5[CH:58]=4)[CH2:19]3)=[O:17])[C:11]3[C:6](=[CH:7][CH:8]=[CH:9][CH:10]=3)[C:5]=2[CH:4]=[CH:3][CH:2]=1. (2) The reactants are: [Br:1]C1N2N=CN=C2C(NC2C=[CH:16][C:15]([N:18]3[CH2:23][C@H:22]4[CH2:24][C@@H:19]3[CH2:20][N:21]4C(C)C)=[CH:14]C=2)=NC=1.CC1OCCC1.NC(C1OC=C(B(O)O)C=1)=O. Given the product [BrH:1].[BrH:1].[CH:15]([N:18]1[CH2:23][C@H:22]2[CH2:24][C@@H:19]1[CH2:20][NH:21]2)([CH3:16])[CH3:14], predict the reactants needed to synthesize it. (3) Given the product [F:7][C:8]([F:14])([F:13])[CH2:9][C:10]([O:5][CH2:1][CH3:2])=[O:11], predict the reactants needed to synthesize it. The reactants are: [C:1](Cl)(=[O:5])[C:2](Cl)=O.[F:7][C:8]([F:14])([F:13])[CH2:9][C:10](O)=[O:11].N1C=CC=CC=1.C(O)C. (4) Given the product [C:1]([O:9][C@H:10]1[CH2:15][C@@H:14]([CH2:16][N:17]2[C:21](=[O:22])[C:20]3=[CH:23][CH:24]=[CH:25][CH:26]=[C:19]3[C:18]2=[O:27])[O:13][C@@H:12]([N:28]2[C:36]3[C:31](=[CH:32][CH:33]=[CH:34][CH:35]=3)[C:30]([C:46]3[C:45](=[O:50])[NH:44][C:48]4[C:56]([N:51]=3)=[CH:55][CH:54]=[CH:53][CH:52]=4)=[CH:29]2)[CH2:11]1)(=[O:8])[C:2]1[CH:7]=[CH:6][CH:5]=[CH:4][CH:3]=1, predict the reactants needed to synthesize it. The reactants are: [C:1]([O:9][C@H:10]1[CH2:15][C@@H:14]([CH2:16][N:17]2[C:21](=[O:22])[C:20]3=[CH:23][CH:24]=[CH:25][CH:26]=[C:19]3[C:18]2=[O:27])[O:13][C@@H:12]([N:28]2[C:36]3[C:31](=[CH:32][CH:33]=[CH:34][CH:35]=3)[CH:30]=[CH:29]2)[CH2:11]1)(=[O:8])[C:2]1[CH:7]=[CH:6][CH:5]=[CH:4][CH:3]=1.C(Cl)(=O)C(Cl)=O.O[N:44]1[C:48](=O)C[CH2:46][C:45]1=[O:50].[N:51]1[CH:56]=[CH:55][CH:54]=[CH:53][CH:52]=1. (5) Given the product [CH2:1]([O:3][P:4]([C:9]1[C:10](=[O:24])[NH:11][C:12]2[C:17]([CH:18]=1)=[CH:16][C:15]([S:19]([NH2:33])(=[O:21])=[O:20])=[C:14]([Cl:23])[CH:13]=2)(=[O:8])[O:5][CH2:6][CH3:7])[CH3:2], predict the reactants needed to synthesize it. The reactants are: [CH2:1]([O:3][P:4]([C:9]1[C:10](=[O:24])[NH:11][C:12]2[C:17]([CH:18]=1)=[CH:16][C:15]([S:19](Cl)(=[O:21])=[O:20])=[C:14]([Cl:23])[CH:13]=2)(=[O:8])[O:5][CH2:6][CH3:7])[CH3:2].Cl.C(OCC)(=O)C.[OH-].[NH4+:33]. (6) The reactants are: [CH3:1][O:2][C:3]1[N:8]=[C:7]([N+]([O-])=O)[C:6](NC(=O)C)=[CH:5][C:4]=1[CH3:16].[OH-].[Na+].O. Given the product [CH3:1][O:2][C:3]1[C:4]([CH3:16])=[CH:5][CH:6]=[CH:7][N:8]=1, predict the reactants needed to synthesize it. (7) Given the product [CH3:33][O:32][C:30](=[O:31])[CH2:29][CH2:28][N:21]1[C:22]2[CH:27]=[CH:26][CH:25]=[CH:24][C:23]=2[N:19]([CH2:18][C:12]2[CH:13]=[C:14]([Cl:17])[CH:15]=[C:16]3[C:11]=2[CH:10]=[CH:9][NH:8]3)[C:20]1=[O:34], predict the reactants needed to synthesize it. The reactants are: C(OC([N:8]1[C:16]2[C:11](=[C:12]([CH2:18][N:19]3[C:23]4[CH:24]=[CH:25][CH:26]=[CH:27][C:22]=4[N:21]([CH2:28][CH2:29][C:30]([O:32][CH3:33])=[O:31])[C:20]3=[O:34])[CH:13]=[C:14]([Cl:17])[CH:15]=2)[CH:10]=[CH:9]1)=O)(C)(C)C.FC(F)(F)C(O)=O. (8) Given the product [F:23][C:17]1[CH:18]=[CH:19][CH:20]=[C:21]([F:22])[C:16]=1[O:15][C:13]1[CH:14]=[CH:9][N:10]=[C:11]([NH:7][C:4]2[S:5][CH:6]=[C:2]([CH3:1])[N:3]=2)[CH:12]=1, predict the reactants needed to synthesize it. The reactants are: [CH3:1][C:2]1[N:3]=[C:4]([NH2:7])[S:5][CH:6]=1.Cl[C:9]1[CH:14]=[C:13]([O:15][C:16]2[C:21]([F:22])=[CH:20][CH:19]=[CH:18][C:17]=2[F:23])[CH:12]=[CH:11][N:10]=1.P([O-])([O-])([O-])=O.[K+].[K+].[K+].C1(P(C2C=CC=CC=2)C2C3OC4C(=CC=CC=4P(C4C=CC=CC=4)C4C=CC=CC=4)C(C)(C)C=3C=CC=2)C=CC=CC=1. (9) Given the product [CH3:8][C:6]1[CH:5]=[CH:4][N:3]=[C:2]([C:9]#[N:11])[N:7]=1, predict the reactants needed to synthesize it. The reactants are: Cl[C:2]1[N:7]=[C:6]([CH3:8])[CH:5]=[CH:4][N:3]=1.[CH2:9]([N:11](CC)CC)C.[C-]#N.[K+].